Predict the product of the given reaction. From a dataset of Forward reaction prediction with 1.9M reactions from USPTO patents (1976-2016). (1) Given the reactants [NH2:1][CH2:2][C@@H:3]1[CH2:8][CH2:7][C@H:6]([CH3:9])[CH2:5][N:4]1[C:10]([O:12][C:13]([CH3:16])([CH3:15])[CH3:14])=[O:11].Cl[C:18]1[CH:23]=[CH:22][C:21]([C:24]([F:27])([F:26])[F:25])=[CH:20][N:19]=1.C(=O)([O-])[O-].[K+].[K+], predict the reaction product. The product is: [CH3:9][C@@H:6]1[CH2:5][N:4]([C:10]([O:12][C:13]([CH3:15])([CH3:14])[CH3:16])=[O:11])[C@H:3]([CH2:2][NH:1][C:18]2[CH:23]=[CH:22][C:21]([C:24]([F:27])([F:26])[F:25])=[CH:20][N:19]=2)[CH2:8][CH2:7]1. (2) Given the reactants [H-].[Na+].C1COCC1.[O:8]=[C:9]1[CH:15]([NH:16][C:17](=[O:23])[O:18][C:19]([CH3:22])([CH3:21])[CH3:20])[CH2:14][S:13][CH2:12][CH2:11][NH:10]1.Br[CH2:25][C:26]1[CH:35]=[CH:34][C:33]2[C:28](=[CH:29][CH:30]=[CH:31][CH:32]=2)[CH:27]=1, predict the reaction product. The product is: [C:19]([O:18][C:17](=[O:23])[NH:16][CH:15]1[CH2:14][S:13][CH2:12][CH2:11][N:10]([CH2:25][C:26]2[CH:35]=[CH:34][C:33]3[C:28](=[CH:29][CH:30]=[CH:31][CH:32]=3)[CH:27]=2)[C:9]1=[O:8])([CH3:20])([CH3:22])[CH3:21]. (3) Given the reactants [CH3:1][O:2][C:3]1[CH:8]=[C:7]([O:9][CH3:10])[CH:6]=[CH:5][C:4]=1[C:11](=[O:18])[CH2:12][C:13]([O:15][CH2:16][CH3:17])=[O:14].[Br:19][C:20]1[CH:25]=[CH:24][C:23](O)=[CH:22][CH:21]=1, predict the reaction product. The product is: [Br:19][C:20]1[CH:21]=[CH:22][C:23]2[O:18][C:11]([C:4]3[CH:5]=[CH:6][C:7]([O:9][CH3:10])=[CH:8][C:3]=3[O:2][CH3:1])=[C:12]([C:13]([O:15][CH2:16][CH3:17])=[O:14])[C:24]=2[CH:25]=1.